From a dataset of Full USPTO retrosynthesis dataset with 1.9M reactions from patents (1976-2016). Predict the reactants needed to synthesize the given product. (1) Given the product [Br:1][C:2]1[CH:3]=[C:4]2[C:8](=[CH:9][C:10]=1[NH2:11])[N:7]([C:14]([C:15]1[CH:16]=[CH:17][CH:18]=[CH:19][CH:20]=1)([C:21]1[CH:26]=[CH:25][CH:24]=[CH:23][CH:22]=1)[C:27]1[CH:32]=[CH:31][CH:30]=[CH:29][CH:28]=1)[N:6]=[C:5]2[Cl:33], predict the reactants needed to synthesize it. The reactants are: [Br:1][C:2]1[CH:3]=[C:4]2[C:8](=[CH:9][C:10]=1[N+:11]([O-])=O)[N:7]([C:14]([C:27]1[CH:32]=[CH:31][CH:30]=[CH:29][CH:28]=1)([C:21]1[CH:26]=[CH:25][CH:24]=[CH:23][CH:22]=1)[C:15]1[CH:20]=[CH:19][CH:18]=[CH:17][CH:16]=1)[N:6]=[C:5]2[Cl:33]. (2) Given the product [CH3:29][O:28][C:26](=[O:27])[C:25]1[CH:30]=[CH:31][C:22]([O:14][CH2:13][CH:12]([C:8]2[CH:7]=[C:6]3[C:11]([C:2]([CH3:20])([CH3:1])[CH2:3][CH2:4][O:5]3)=[CH:10][CH:9]=2)[CH2:15][CH2:16][CH2:17][CH2:18][CH3:19])=[CH:23][CH:24]=1, predict the reactants needed to synthesize it. The reactants are: [CH3:1][C:2]1([CH3:20])[C:11]2[C:6](=[CH:7][C:8]([CH:12]([CH2:15][CH2:16][CH2:17][CH2:18][CH3:19])[CH2:13][OH:14])=[CH:9][CH:10]=2)[O:5][CH2:4][CH2:3]1.O[C:22]1[CH:31]=[CH:30][C:25]([C:26]([O:28][CH3:29])=[O:27])=[CH:24][CH:23]=1.C1(P(C2C=CC=CC=2)C2C=CC=CC=2)C=CC=CC=1.N(C(OCC)=O)=NC(OCC)=O. (3) Given the product [CH2:1]([O:9][C:10]1[CH:15]=[CH:14][N:13]=[C:12]([CH2:17][O:22][C:19](=[O:21])[CH3:20])[C:11]=1[CH3:18])[CH2:2][CH2:3][CH2:4][CH2:5][CH2:6][CH2:7][CH3:8], predict the reactants needed to synthesize it. The reactants are: [CH2:1]([O:9][C:10]1[CH:15]=[CH:14][N+:13]([O-])=[C:12]([CH3:17])[C:11]=1[CH3:18])[CH2:2][CH2:3][CH2:4][CH2:5][CH2:6][CH2:7][CH3:8].[C:19]([O:22]C(=O)C)(=[O:21])[CH3:20]. (4) Given the product [F:7][C:8]1[CH:13]=[C:12]([F:14])[CH:11]=[CH:10][C:9]=1[C:15]1[CH:16]=[C:17]([I:25])[C:18]([O:24][C:5]([CH2:6][CH3:26])=[O:4])=[C:19]([C:20]([OH:22])=[O:21])[CH:23]=1, predict the reactants needed to synthesize it. The reactants are: ClC([O:4][CH2:5][CH3:6])=O.[F:7][C:8]1[CH:13]=[C:12]([F:14])[CH:11]=[CH:10][C:9]=1[C:15]1[CH:23]=[C:19]([C:20]([OH:22])=[O:21])[C:18]([OH:24])=[C:17]([I:25])[CH:16]=1.[CH3:26]N(C)C1C=CC=CC=1.Cl. (5) The reactants are: [C:1]([N:4]1[C:13]2[C:8](=[CH:9][C:10]([C:15]([O:17]C)=[O:16])=[C:11]([F:14])[CH:12]=2)[C@H:7]([NH:19][C:20]2[N:25]=[C:24]([CH3:26])[CH:23]=[CH:22][N:21]=2)[C@@H:6]([CH3:27])[C@@H:5]1[CH:28]1[CH2:30][CH2:29]1)(=[O:3])[CH3:2].[OH-].[Li+].Cl.CO.C(Cl)Cl. Given the product [C:1]([N:4]1[C:13]2[C:8](=[CH:9][C:10]([C:15]([OH:17])=[O:16])=[C:11]([F:14])[CH:12]=2)[C@H:7]([NH:19][C:20]2[N:25]=[C:24]([CH3:26])[CH:23]=[CH:22][N:21]=2)[C@@H:6]([CH3:27])[C@@H:5]1[CH:28]1[CH2:29][CH2:30]1)(=[O:3])[CH3:2], predict the reactants needed to synthesize it. (6) The reactants are: [Si:1]([O:8][CH2:9][CH:10]([C:12]1[CH:17]=[CH:16][CH:15]=[CH:14][CH:13]=1)[OH:11])([C:4]([CH3:7])([CH3:6])[CH3:5])([CH3:3])[CH3:2].[O:18]1[CH:23]=[CH:22][CH2:21][CH2:20][CH2:19]1. Given the product [C:4]([Si:1]([CH3:3])([CH3:2])[O:8][CH2:9][CH:10]([C:12]1[CH:13]=[CH:14][CH:15]=[CH:16][CH:17]=1)[O:11][CH:19]1[CH2:20][CH2:21][CH2:22][CH2:23][O:18]1)([CH3:7])([CH3:6])[CH3:5], predict the reactants needed to synthesize it. (7) Given the product [Cl:24][C:25]1[CH:30]=[CH:29][C:28]([N:31]2[C:4]([OH:21])=[C:5]([C:6]([O:8][CH2:9][CH3:10])=[O:7])[C:11](=[O:12])[N:13]([CH2:14][C:15]3[CH:16]=[CH:17][CH:18]=[CH:19][CH:20]=3)[C:32]2=[O:33])=[CH:27][CH:26]=1, predict the reactants needed to synthesize it. The reactants are: C(O[C:4](=[O:21])[CH:5]([C:11]([NH:13][CH2:14][C:15]1[CH:20]=[CH:19][CH:18]=[CH:17][CH:16]=1)=[O:12])[C:6]([O:8][CH2:9][CH3:10])=[O:7])C.[H-].[Na+].[Cl:24][C:25]1[CH:30]=[CH:29][C:28]([N:31]=[C:32]=[O:33])=[CH:27][CH:26]=1.Cl.